This data is from Forward reaction prediction with 1.9M reactions from USPTO patents (1976-2016). The task is: Predict the product of the given reaction. (1) The product is: [N:8]1([CH2:7][CH2:6][CH2:5][CH2:4][CH2:3][CH2:2][N:31]2[CH2:32][CH2:33][CH:28]([C:24]3[CH:23]=[C:22]([NH:21][C:19](=[O:20])[CH:18]([CH3:17])[CH3:34])[CH:27]=[CH:26][CH:25]=3)[CH2:29][CH2:30]2)[C:16]2[C:11](=[CH:12][CH:13]=[CH:14][CH:15]=2)[CH:10]=[CH:9]1. Given the reactants Cl[CH2:2][CH2:3][CH2:4][CH2:5][CH2:6][CH2:7][N:8]1[C:16]2[C:11](=[CH:12][CH:13]=[CH:14][CH:15]=2)[CH:10]=[CH:9]1.[CH3:17][CH:18]([CH3:34])[C:19]([NH:21][C:22]1[CH:27]=[CH:26][CH:25]=[C:24]([CH:28]2[CH2:33][CH2:32][NH:31][CH2:30][CH2:29]2)[CH:23]=1)=[O:20].C([O-])([O-])=O.[K+].[K+].[Na+].[I-], predict the reaction product. (2) Given the reactants [NH:1]1[CH2:6][CH2:5][O:4][CH2:3][CH2:2]1.[CH:7]1([C@H:10]([NH:12][C:13]2[C:14]3[N:15]([CH:22]=[C:23]([C:25]4[O:26][C:27](SC)=[N:28][N:29]=4)[CH:24]=3)[N:16]=[CH:17][C:18]=2[C:19]([NH2:21])=[O:20])[CH3:11])[CH2:9][CH2:8]1, predict the reaction product. The product is: [CH:7]1([C@H:10]([NH:12][C:13]2[C:14]3[N:15]([CH:22]=[C:23]([C:25]4[O:26][C:27]([N:1]5[CH2:6][CH2:5][O:4][CH2:3][CH2:2]5)=[N:28][N:29]=4)[CH:24]=3)[N:16]=[CH:17][C:18]=2[C:19]([NH2:21])=[O:20])[CH3:11])[CH2:9][CH2:8]1. (3) Given the reactants Cl.[C:2]([NH:6][NH2:7])([CH3:5])([CH3:4])[CH3:3].[C:8](OCC)(=[O:11])[C:9]#[CH:10].CC(C)([O-])C.[K+], predict the reaction product. The product is: [C:2]([N:6]1[CH:10]=[CH:9][C:8]([OH:11])=[N:7]1)([CH3:5])([CH3:4])[CH3:3]. (4) Given the reactants C([O:3][C:4]([C:6]1[S:10][C:9]([C:11]2[CH:16]=[CH:15][C:14]([F:17])=[CH:13][CH:12]=2)=[C:8]([C:18]2[CH:23]=[CH:22][N:21]=[CH:20][CH:19]=2)[CH:7]=1)=[O:5])C.[OH-].[Na+], predict the reaction product. The product is: [C:4]([C:6]1[S:10][C:9]([C:11]2[CH:12]=[CH:13][C:14]([F:17])=[CH:15][CH:16]=2)=[C:8]([C:18]2[CH:23]=[CH:22][N:21]=[CH:20][CH:19]=2)[CH:7]=1)([OH:5])=[O:3]. (5) Given the reactants C=CC(=O)C.C1(=O)NC(=O)C2=CC=CC=C12.[Br:17][CH2:18][C:19](=[O:33])[CH2:20][CH2:21][N:22]1[C:30](=[O:31])[C:29]2[C:24](=[CH:25][CH:26]=[CH:27][CH:28]=2)[C:23]1=[O:32].[NH2:34][C:35]1[CH:40]=[CH:39][CH:38]=[CH:37][N:36]=1, predict the reaction product. The product is: [Br:17][CH2:18][C:19](=[O:33])[CH2:20][CH2:21][N:22]1[C:30](=[O:31])[C:29]2[C:24](=[CH:25][CH:26]=[CH:27][CH:28]=2)[C:23]1=[O:32].[N:34]1[C:19]([CH2:20][CH2:21][N:22]2[C:30](=[O:31])[C:29]3[C:24](=[CH:25][CH:26]=[CH:27][CH:28]=3)[C:23]2=[O:32])=[CH:18][N:36]2[CH:37]=[CH:38][CH:39]=[CH:40][C:35]=12. (6) Given the reactants [Cl:1][C:2]1[CH:7]=[CH:6][CH:5]=[CH:4][C:3]=1I.[CH3:9][O:10][C:11](=[O:36])[C:12]1[CH:17]=[CH:16][CH:15]=[C:14]([CH2:18][N:19]([C:30]2[CH:35]=[CH:34][CH:33]=[CH:32][CH:31]=2)[C:20](=[O:29])[C:21]#[C:22][C:23]2[CH:28]=[CH:27][CH:26]=[CH:25][CH:24]=2)[CH:13]=1, predict the reaction product. The product is: [CH3:9][O:10][C:11](=[O:36])[C:12]1[CH:17]=[CH:16][CH:15]=[C:14]([CH2:18][N:19]2[C:30]3[C:35](=[CH:34][CH:33]=[CH:32][CH:31]=3)/[C:21](=[C:22](\[C:3]3[CH:4]=[CH:5][CH:6]=[CH:7][C:2]=3[Cl:1])/[C:23]3[CH:24]=[CH:25][CH:26]=[CH:27][CH:28]=3)/[C:20]2=[O:29])[CH:13]=1.